This data is from Forward reaction prediction with 1.9M reactions from USPTO patents (1976-2016). The task is: Predict the product of the given reaction. (1) Given the reactants [CH2:1]([C:7]1[CH:8]=[C:9]([C:13]2[N:17]([CH3:18])[C:16]([C:19]([N:21]3[CH2:26][CH2:25][CH:24]([N:27]4[CH2:31][CH2:30][CH2:29][C@@H:28]4[CH2:32][OH:33])[CH2:23][CH2:22]3)=[O:20])=[C:15](I)[N:14]=2)[CH:10]=[CH:11][CH:12]=1)[CH2:2][CH2:3][CH2:4][CH2:5][CH3:6].[N:35]1[CH:40]=[CH:39][C:38](B(O)O)=[CH:37][CH:36]=1, predict the reaction product. The product is: [CH2:1]([C:7]1[CH:8]=[C:9]([C:13]2[N:17]([CH3:18])[C:16]([C:19]([N:21]3[CH2:26][CH2:25][CH:24]([N:27]4[CH2:31][CH2:30][CH2:29][C@@H:28]4[CH2:32][OH:33])[CH2:23][CH2:22]3)=[O:20])=[C:15]([C:38]3[CH:39]=[CH:40][N:35]=[CH:36][CH:37]=3)[N:14]=2)[CH:10]=[CH:11][CH:12]=1)[CH2:2][CH2:3][CH2:4][CH2:5][CH3:6]. (2) Given the reactants C([O-])([O-])=O.[K+].[K+].[NH2:7][C:8]1[CH:15]=[CH:14][C:11]([C:12]#[N:13])=[CH:10][CH:9]=1.Br[CH2:17][C@@H:18]([F:22])[CH2:19][CH2:20]Br, predict the reaction product. The product is: [F:22][C@H:18]1[CH2:19][CH2:20][N:7]([C:8]2[CH:15]=[CH:14][C:11]([C:12]#[N:13])=[CH:10][CH:9]=2)[CH2:17]1. (3) Given the reactants [CH3:1][C:2]([O:5][C:6]([N:8]1[CH:12]2[CH2:13][CH:14]([OH:16])[CH2:15][CH:9]1[CH2:10][CH2:11]2)=[O:7])([CH3:4])[CH3:3].C1OCCOCCOCCOCCOCCOC1.CC(C)([O-])C.[K+].Cl[CH2:42][C:43]1[C:44]([C@@H:51]2[CH2:56][CH2:55][CH2:54][CH2:53][C@H:52]2[C:57]([F:60])([F:59])[F:58])=[N:45][O:46][C:47]=1[CH:48]1[CH2:50][CH2:49]1, predict the reaction product. The product is: [CH:48]1([C:47]2[O:46][N:45]=[C:44]([C@@H:51]3[CH2:56][CH2:55][CH2:54][CH2:53][C@H:52]3[C:57]([F:59])([F:60])[F:58])[C:43]=2[CH2:42][O:16][CH:14]2[CH2:15][CH:9]3[N:8]([C:6]([O:5][C:2]([CH3:1])([CH3:3])[CH3:4])=[O:7])[CH:12]([CH2:11][CH2:10]3)[CH2:13]2)[CH2:50][CH2:49]1. (4) Given the reactants [NH2:1][C:2]1[CH:3]=[C:4]([C:9]2[S:13][C:12]([N:14]3[CH2:20][CH2:19][CH2:18][NH:17][C:16](=[O:21])[CH2:15]3)=[N:11][CH:10]=2)[CH:5]=[C:6]([CH3:8])[CH:7]=1.Cl[C:23]1[N:28]=[C:27]([CH:29]2[CH2:31][CH2:30]2)[CH:26]=[CH:25][N:24]=1.C(=O)([O-])[O-].[K+].[K+].CC(C1C=C(C(C)C)C(C2C=CC=CC=2P(C2CCCCC2)C2CCCCC2)=C(C(C)C)C=1)C, predict the reaction product. The product is: [CH:29]1([C:27]2[CH:26]=[CH:25][N:24]=[C:23]([NH:1][C:2]3[CH:3]=[C:4]([C:9]4[S:13][C:12]([N:14]5[CH2:20][CH2:19][CH2:18][NH:17][C:16](=[O:21])[CH2:15]5)=[N:11][CH:10]=4)[CH:5]=[C:6]([CH3:8])[CH:7]=3)[N:28]=2)[CH2:31][CH2:30]1.